Dataset: Reaction yield outcomes from USPTO patents with 853,638 reactions. Task: Predict the reaction yield, written as a fraction of the theoretical maximum amount of product (1.0 means a 100% yield; for example, 0.34 means a 34% yield). The yield is 0.900. The product is [OH:3][NH:2][C:8]([CH:10]([NH:15][C:16](=[O:22])[O:17][C:18]([CH3:21])([CH3:20])[CH3:19])[CH2:11][CH2:12][CH2:13][CH3:14])=[O:7]. The reactants are Cl.[NH2:2][OH:3].[OH-].[K+].C[O:7][C:8]([CH:10]([NH:15][C:16](=[O:22])[O:17][C:18]([CH3:21])([CH3:20])[CH3:19])[CH2:11][CH2:12][CH2:13][CH3:14])=O.O. The catalyst is CO.C(O)(=O)C.